From a dataset of NCI-60 drug combinations with 297,098 pairs across 59 cell lines. Regression. Given two drug SMILES strings and cell line genomic features, predict the synergy score measuring deviation from expected non-interaction effect. (1) Drug 1: C1=CC=C(C=C1)NC(=O)CCCCCCC(=O)NO. Drug 2: CNC(=O)C1=NC=CC(=C1)OC2=CC=C(C=C2)NC(=O)NC3=CC(=C(C=C3)Cl)C(F)(F)F. Cell line: EKVX. Synergy scores: CSS=-0.686, Synergy_ZIP=0.413, Synergy_Bliss=-2.07, Synergy_Loewe=-0.178, Synergy_HSA=-2.09. (2) Drug 1: CC12CCC(CC1=CCC3C2CCC4(C3CC=C4C5=CN=CC=C5)C)O. Drug 2: CC(C)(C#N)C1=CC(=CC(=C1)CN2C=NC=N2)C(C)(C)C#N. Cell line: EKVX. Synergy scores: CSS=1.42, Synergy_ZIP=0.199, Synergy_Bliss=-1.07, Synergy_Loewe=-2.20, Synergy_HSA=-2.75. (3) Drug 1: CCCS(=O)(=O)NC1=C(C(=C(C=C1)F)C(=O)C2=CNC3=C2C=C(C=N3)C4=CC=C(C=C4)Cl)F. Drug 2: COC1=NC(=NC2=C1N=CN2C3C(C(C(O3)CO)O)O)N. Cell line: MDA-MB-435. Synergy scores: CSS=19.9, Synergy_ZIP=0.180, Synergy_Bliss=-0.121, Synergy_Loewe=-32.3, Synergy_HSA=-3.09. (4) Drug 1: CN(C)N=NC1=C(NC=N1)C(=O)N. Drug 2: C1=CC=C(C=C1)NC(=O)CCCCCCC(=O)NO. Cell line: BT-549. Synergy scores: CSS=3.97, Synergy_ZIP=0.722, Synergy_Bliss=4.92, Synergy_Loewe=0.0411, Synergy_HSA=3.53.